Dataset: Catalyst prediction with 721,799 reactions and 888 catalyst types from USPTO. Task: Predict which catalyst facilitates the given reaction. (1) Reactant: [F:1][CH2:2][CH2:3][N:4]1[CH2:9][CH2:8][N:7]([C:10]2[CH:17]=[CH:16][C:13]([CH:14]=O)=[C:12]([OH:18])[CH:11]=2)[CH2:6][CH2:5]1.C[O:20][C:21](=O)[CH2:22][C:23]1[N:24]=[C:25]2[CH:30]=[CH:29][C:28]([Cl:31])=[CH:27][N:26]2[CH:32]=1.C(#N)C.N1CCCCC1. Product: [Cl:31][C:28]1[CH:29]=[CH:30][C:25]2[N:26]([CH:32]=[C:23]([C:22]3[C:21](=[O:20])[O:18][C:12]4[C:13]([CH:14]=3)=[CH:16][CH:17]=[C:10]([N:7]3[CH2:8][CH2:9][N:4]([CH2:3][CH2:2][F:1])[CH2:5][CH2:6]3)[CH:11]=4)[N:24]=2)[CH:27]=1. The catalyst class is: 48. (2) Reactant: [C:1]([OH:12])(=[O:11])[C:2]1[C:3](=[CH:7][CH:8]=[CH:9][CH:10]=1)[C:4]([O-:6])=[O:5].[K+:13].[OH-].[Na+:15]. Product: [OH-:5].[Na+:15].[C:1]([OH:12])(=[O:11])[C:2]1[C:3](=[CH:7][CH:8]=[CH:9][CH:10]=1)[C:4]([O-:6])=[O:5].[K+:13]. The catalyst class is: 6. (3) Reactant: [O:1]([C:8]1[CH:13]=[CH:12][N:11]=[CH:10][CH:9]=1)[C:2]1[CH:7]=[CH:6][CH:5]=[CH:4][CH:3]=1.ClC1C=CC=C(C(OO)=[O:22])C=1.S([O-])([O-])(=O)=S.[Na+].[Na+].C(=O)(O)[O-].[Na+]. Product: [O:1]([C:8]1[CH:13]=[CH:12][N+:11]([O-:22])=[CH:10][CH:9]=1)[C:2]1[CH:3]=[CH:4][CH:5]=[CH:6][CH:7]=1. The catalyst class is: 4. (4) Reactant: [N:1]1([C:6]([C:8]2[C:9]([CH3:16])=[C:10]([CH:14]=O)[NH:11][C:12]=2[CH3:13])=[O:7])[CH:5]=[CH:4]N=[CH:2]1.[O:17]1[CH2:22][CH2:21][N:20]([CH:23]2[CH2:28]CNCC2)[CH2:19][CH2:18]1.[F:29][C:30]1[CH:31]=[C:32]2[C:36](=[CH:37][CH:38]=1)[NH:35][C:34](=[O:39])[CH2:33]2. Product: [CH3:16][C:9]1[C:8]([C:6]([N:1]2[CH2:2][CH2:28][CH:23]([N:20]3[CH2:19][CH2:18][O:17][CH2:22][CH2:21]3)[CH2:4][CH2:5]2)=[O:7])=[C:12]([CH3:13])[NH:11][C:10]=1/[CH:14]=[C:33]1\[C:34](=[O:39])[NH:35][C:36]2[C:32]\1=[CH:31][C:30]([F:29])=[CH:38][CH:37]=2. The catalyst class is: 1.